Predict the reaction yield, written as a fraction of the theoretical maximum amount of product (1.0 means a 100% yield; for example, 0.34 means a 34% yield). From a dataset of Reaction yield outcomes from USPTO patents with 853,638 reactions. (1) The reactants are [CH3:1][C:2]1[O:6][N:5]=[C:4]([C:7]2[CH:12]=[CH:11][N:10]=[CH:9][CH:8]=2)[C:3]=1[CH2:13][O:14][C:15]1[CH:23]=[CH:22][C:18]([C:19]([OH:21])=O)=[CH:17][N:16]=1.[NH:24]1[CH2:29][CH2:28][S:27][CH2:26][CH2:25]1. No catalyst specified. The product is [CH3:1][C:2]1[O:6][N:5]=[C:4]([C:7]2[CH:8]=[CH:9][N:10]=[CH:11][CH:12]=2)[C:3]=1[CH2:13][O:14][C:15]1[N:16]=[CH:17][C:18]([C:19]([N:24]2[CH2:29][CH2:28][S:27][CH2:26][CH2:25]2)=[O:21])=[CH:22][CH:23]=1. The yield is 0.470. (2) The reactants are [O:1]=[C:2]1[C:10]2[C:5](=[CH:6][CH:7]=[CH:8][CH:9]=2)[C:4](=[O:11])[N:3]1[CH2:12][CH2:13][CH2:14][C:15]1[CH:16]=[C:17]([CH:20]=[CH:21][CH:22]=1)[CH:18]=O.[Br-].[Cl:24][C:25]1[CH:50]=[CH:49][C:28]([CH2:29][P+](C2C=CC=CC=2)(C2C=CC=CC=2)C2C=CC=CC=2)=[CH:27][CH:26]=1. No catalyst specified. The product is [Cl:24][C:25]1[CH:26]=[CH:27][C:28](/[CH:29]=[CH:18]/[C:17]2[CH:16]=[C:15]([CH2:14][CH2:13][CH2:12][N:3]3[C:4](=[O:11])[C:5]4[C:10](=[CH:9][CH:8]=[CH:7][CH:6]=4)[C:2]3=[O:1])[CH:22]=[CH:21][CH:20]=2)=[CH:49][CH:50]=1.[Cl:24][C:25]1[CH:26]=[CH:27][C:28](/[CH:29]=[CH:18]\[C:17]2[CH:16]=[C:15]([CH2:14][CH2:13][CH2:12][N:3]3[C:4](=[O:11])[C:5]4[C:10](=[CH:9][CH:8]=[CH:7][CH:6]=4)[C:2]3=[O:1])[CH:22]=[CH:21][CH:20]=2)=[CH:49][CH:50]=1. The yield is 0.100. (3) The reactants are [CH2:1]([O:3][C:4]1[CH:5]=[C:6]([C:20]2[CH:25]=[CH:24][C:23]([CH2:26][C:27]([OH:29])=O)=[C:22]([F:30])[CH:21]=2)[CH:7]=[N:8][C:9]=1[O:10][CH2:11][C:12]1[CH:17]=[CH:16][C:15]([O:18][CH3:19])=[CH:14][CH:13]=1)[CH3:2].[CH3:31][N:32]1[CH:36]=[C:35]([C:37]2[CH:38]=[C:39]([CH:41]=[C:42]([C:44]([F:47])([F:46])[F:45])[CH:43]=2)[NH2:40])[CH:34]=[N:33]1.C(P1(=O)OP(CCC)(=O)OP(CCC)(=O)O1)CC. The catalyst is N1C=CC=CC=1. The product is [CH2:1]([O:3][C:4]1[CH:5]=[C:6]([C:20]2[CH:25]=[CH:24][C:23]([CH2:26][C:27]([NH:40][C:39]3[CH:41]=[C:42]([C:44]([F:45])([F:46])[F:47])[CH:43]=[C:37]([C:35]4[CH:34]=[N:33][N:32]([CH3:31])[CH:36]=4)[CH:38]=3)=[O:29])=[C:22]([F:30])[CH:21]=2)[CH:7]=[N:8][C:9]=1[O:10][CH2:11][C:12]1[CH:17]=[CH:16][C:15]([O:18][CH3:19])=[CH:14][CH:13]=1)[CH3:2]. The yield is 0.890. (4) The reactants are [CH3:1][N:2]1[CH:6]=[C:5](B(O)O)[CH:4]=[N:3]1.[C:10]([N:13]1[C:22]2[C:17](=[CH:18][C:19](Br)=[CH:20][CH:21]=2)[C@H:16]([NH:24][C:25](=[O:34])[O:26][CH2:27][C:28]2[CH:33]=[CH:32][CH:31]=[CH:30][CH:29]=2)[C@@H:15]([CH3:35])[C@@H:14]1[CH:36]1[CH2:38][CH2:37]1)(=[O:12])[CH3:11].P([O-])([O-])([O-])=O.CC(C1C=C(C(C)C)C(C2C=CC=CC=2P(C2CCCCC2)C2CCCCC2)=C(C(C)C)C=1)C. The catalyst is C(O)CCC.C1C=CC(/C=C/C(/C=C/C2C=CC=CC=2)=O)=CC=1.C1C=CC(/C=C/C(/C=C/C2C=CC=CC=2)=O)=CC=1.C1C=CC(/C=C/C(/C=C/C2C=CC=CC=2)=O)=CC=1.[Pd].[Pd]. The product is [C:10]([N:13]1[C:22]2[C:17](=[CH:18][C:19]([C:5]3[CH:4]=[N:3][N:2]([CH3:1])[CH:6]=3)=[CH:20][CH:21]=2)[C@H:16]([NH:24][C:25](=[O:34])[O:26][CH2:27][C:28]2[CH:33]=[CH:32][CH:31]=[CH:30][CH:29]=2)[C@@H:15]([CH3:35])[C@@H:14]1[CH:36]1[CH2:37][CH2:38]1)(=[O:12])[CH3:11]. The yield is 0.389.